Predict the reaction yield, written as a fraction of the theoretical maximum amount of product (1.0 means a 100% yield; for example, 0.34 means a 34% yield). From a dataset of Reaction yield outcomes from USPTO patents with 853,638 reactions. (1) The reactants are [Cl:1][C:2]1[CH:10]=[C:9]([S:11]([CH3:14])(=[O:13])=[O:12])[CH:8]=[CH:7][C:3]=1[C:4](O)=[O:5].C(OC(OC(C)(C)C)=O)(OC(C)(C)C)=O.C(=O)(O)[O-].[NH4+].[N:35]1C=CC=CC=1. The catalyst is C(#N)C. The product is [Cl:1][C:2]1[CH:10]=[C:9]([S:11]([CH3:14])(=[O:13])=[O:12])[CH:8]=[CH:7][C:3]=1[C:4]([NH2:35])=[O:5]. The yield is 0.840. (2) The reactants are CCN(C(C)C)C(C)C.[C:10]([C:13]1[C:14](=[O:23])[O:15][C:16]2[C:21]([CH:22]=1)=[CH:20][CH:19]=[CH:18][CH:17]=2)([OH:12])=O.CN(C(ON1N=NC2C=CC=NC1=2)=[N+](C)C)C.F[P-](F)(F)(F)(F)F.[N:48]1[C:49]([C:57]2[CH:58]=[C:59]([NH2:63])[CH:60]=[CH:61][CH:62]=2)=[CH:50][N:51]2[CH:56]=[CH:55][CH:54]=[CH:53][C:52]=12. The catalyst is CN(C=O)C. The product is [N:48]1[C:49]([C:57]2[CH:58]=[C:59]([NH:63][C:10]([C:13]3[C:14](=[O:23])[O:15][C:16]4[C:21]([CH:22]=3)=[CH:20][CH:19]=[CH:18][CH:17]=4)=[O:12])[CH:60]=[CH:61][CH:62]=2)=[CH:50][N:51]2[CH:56]=[CH:55][CH:54]=[CH:53][C:52]=12. The yield is 0.850. (3) The reactants are BrCCCCC(C)(C1C=CC(C)=CC=1)CO.[Br:17][CH2:18][CH2:19][CH2:20][CH2:21][CH2:22][C:23]([CH3:35])([C:29]1[CH:34]=[CH:33][CH:32]=[CH:31][CH:30]=1)[C:24](OCC)=[O:25].[Li+].[BH4-].CO. The product is [Br:17][CH2:18][CH2:19][CH2:20][CH2:21][CH2:22][C:23]([CH3:35])([C:29]1[CH:30]=[CH:31][CH:32]=[CH:33][CH:34]=1)[CH2:24][OH:25]. The yield is 0.980. The catalyst is C(Cl)Cl. (4) The reactants are [CH3:1][O:2][C:3]1[CH:11]=[C:7]([C:8]([OH:10])=O)[C:6]([OH:12])=[CH:5][CH:4]=1.O[NH:14][C:15]([C:17]1[C:22]([C:23]([F:26])([F:25])[F:24])=[CH:21][CH:20]=[CH:19][N:18]=1)=[NH:16]. No catalyst specified. The product is [CH3:1][O:2][C:3]1[CH:4]=[CH:5][C:6]([OH:12])=[C:7]([C:8]2[O:10][N:16]=[C:15]([C:17]3[C:22]([C:23]([F:26])([F:24])[F:25])=[CH:21][CH:20]=[CH:19][N:18]=3)[N:14]=2)[CH:11]=1. The yield is 0.130. (5) The reactants are Br[C:2]1[C:3]([C:16]2[CH:21]=[CH:20][CH:19]=[CH:18][CH:17]=2)=[N:4][C:5]2[C:10]([N:11]=1)=[CH:9][C:8]([C:12]([O:14]C)=[O:13])=[CH:7][CH:6]=2.[CH3:22][O:23][C:24]1[CH:25]=[C:26](B(O)O)[CH:27]=[CH:28][C:29]=1[O:30][CH3:31]. No catalyst specified. The product is [CH3:22][O:23][C:24]1[CH:25]=[C:26]([C:2]2[C:3]([C:16]3[CH:17]=[CH:18][CH:19]=[CH:20][CH:21]=3)=[N:4][C:5]3[C:10]([N:11]=2)=[CH:9][C:8]([C:12]([OH:14])=[O:13])=[CH:7][CH:6]=3)[CH:27]=[CH:28][C:29]=1[O:30][CH3:31]. The yield is 0.440. (6) The catalyst is ClCCl. The yield is 0.830. The product is [CH3:20][S:21]([O:1][CH2:2][C@H:3]([NH:5][C:6]([O:7][C:8]([CH3:11])([CH3:10])[CH3:9])=[O:12])[CH3:4])(=[O:23])=[O:22]. The reactants are [OH:1][CH2:2][C@H:3]([NH:5][C:6](=[O:12])[O:7][C:8]([CH3:11])([CH3:10])[CH3:9])[CH3:4].C(N(CC)CC)C.[CH3:20][S:21](Cl)(=[O:23])=[O:22]. (7) The reactants are [Cl:1][C:2]1[CH:7]=[CH:6][C:5]([C:8]2[C:14]3[CH:15]=[C:16]([O:19][CH3:20])[CH:17]=[CH:18][C:13]=3[N:12]3[C:21]([CH3:24])=[N:22][N:23]=[C:11]3[C@H:10]([CH2:25][C:26]([O:28]C)=[O:27])[N:9]=2)=[CH:4][CH:3]=1.[OH-].[Na+]. The catalyst is C1COCC1. The product is [Cl:1][C:2]1[CH:7]=[CH:6][C:5]([C:8]2[C:14]3[CH:15]=[C:16]([O:19][CH3:20])[CH:17]=[CH:18][C:13]=3[N:12]3[C:21]([CH3:24])=[N:22][N:23]=[C:11]3[C@H:10]([CH2:25][C:26]([OH:28])=[O:27])[N:9]=2)=[CH:4][CH:3]=1. The yield is 0.980. (8) The reactants are [Cl:1][C:2]1[N:10]=[CH:9][C:8]([F:11])=[CH:7][C:3]=1[C:4]([NH2:6])=O.CCN(CC)CC.C(OC(C(F)(F)F)=O)(C(F)(F)F)=O. The catalyst is C(Cl)Cl. The product is [Cl:1][C:2]1[N:10]=[CH:9][C:8]([F:11])=[CH:7][C:3]=1[C:4]#[N:6]. The yield is 0.860. (9) The reactants are [F:1][C:2]1[CH:7]=[CH:6][CH:5]=[C:4]([F:8])[C:3]=1[NH:9][C:10]([C:12]1[CH:13]=[C:14]([C:18]2[C:19]([CH3:29])=[CH:20][C:21]([O:24][CH2:25][C:26]([OH:28])=O)=[N:22][CH:23]=2)[N:15]([CH3:17])[N:16]=1)=[O:11].C[CH2:31][N:32](C(C)C)[CH:33](C)C.CN(C(ON1N=NC2C=CC=NC1=2)=[N+](C)C)C.F[P-](F)(F)(F)(F)F.CNC. The catalyst is C(Cl)Cl. The product is [F:1][C:2]1[CH:7]=[CH:6][CH:5]=[C:4]([F:8])[C:3]=1[NH:9][C:10]([C:12]1[CH:13]=[C:14]([C:18]2[CH:23]=[N:22][C:21]([O:24][CH2:25][C:26](=[O:28])[N:32]([CH3:33])[CH3:31])=[CH:20][C:19]=2[CH3:29])[N:15]([CH3:17])[N:16]=1)=[O:11]. The yield is 0.590. (10) The reactants are F[C:2]1[CH:7]=[CH:6][C:5]([N+:8]([O-:10])=[O:9])=[C:4]([CH3:11])[CH:3]=1.[OH-].[K+].[NH:14]1[CH:18]=[CH:17][N:16]=[CH:15]1. The catalyst is CS(C)=O. The product is [CH3:11][C:4]1[CH:3]=[C:2]([N:14]2[CH:18]=[CH:17][N:16]=[CH:15]2)[CH:7]=[CH:6][C:5]=1[N+:8]([O-:10])=[O:9]. The yield is 0.800.